From a dataset of Full USPTO retrosynthesis dataset with 1.9M reactions from patents (1976-2016). Predict the reactants needed to synthesize the given product. (1) Given the product [Cl:7][C:8]1[CH:16]=[CH:15][C:11]([C:12]([OH:14])=[O:13])=[C:10]([N:19]2[N:20]=[CH:21][CH:22]=[N:18]2)[CH:9]=1, predict the reactants needed to synthesize it. The reactants are: C([O-])([O-])=O.[Cs+].[Cs+].[Cl:7][C:8]1[CH:16]=[CH:15][C:11]([C:12]([OH:14])=[O:13])=[C:10](I)[CH:9]=1.[NH:18]1[CH:22]=[CH:21][N:20]=[N:19]1. (2) Given the product [N+:17]([C:20]1[CH:28]=[CH:27][CH:26]=[C:25]2[C:21]=1[CH2:22][CH2:23][CH:24]2[N:3]1[CH:4]=[CH:5][CH:6]=[C:7]([C:8]([NH:10][C:11]2[CH:16]=[CH:15][N:14]=[CH:13][CH:12]=2)=[O:9])[C:2]1=[O:1])([O-:19])=[O:18], predict the reactants needed to synthesize it. The reactants are: [O:1]=[C:2]1[C:7]([C:8]([NH:10][C:11]2[CH:16]=[CH:15][N:14]=[CH:13][CH:12]=2)=[O:9])=[CH:6][CH:5]=[CH:4][NH:3]1.[N+:17]([C:20]1[CH:28]=[CH:27][CH:26]=[C:25]2[C:21]=1[CH2:22][CH2:23][C:24]2=O)([O-:19])=[O:18].C1C=CC(P(C2C=CC=CC=2)C2C=CC=CC=2)=CC=1.CC(OC(/N=N/C(OC(C)C)=O)=O)C. (3) Given the product [CH3:25][O:24][C:20]1[CH:21]=[C:22]2[CH2:23][CH:15]([CH2:14][CH:11]3[CH2:10][CH2:9][N:8]([CH2:1][C:2]4[CH:3]=[CH:4][CH:5]=[CH:6][CH:7]=4)[CH2:13][CH2:12]3)[C:16](=[O:28])[C:17]2=[CH:18][C:19]=1[O:26][CH3:27].[ClH:30], predict the reactants needed to synthesize it. The reactants are: [CH2:1]([N:8]1[CH2:13][CH:12]=[C:11]([CH:14](O)[CH:15]2[CH2:23][C:22]3[C:17](=[CH:18][C:19]([O:26][CH3:27])=[C:20]([O:24][CH3:25])[CH:21]=3)[C:16]2=[O:28])[CH2:10][CH2:9]1)[C:2]1[CH:7]=[CH:6][CH:5]=[CH:4][CH:3]=1.[ClH:30].CCO. (4) Given the product [CH2:1]([N:8]1[CH2:9][CH:22]2[CH:21]([CH2:20][CH2:19][CH2:18][C:17]2=[O:23])[CH2:14]1)[C:2]1[CH:3]=[CH:4][CH:5]=[CH:6][CH:7]=1, predict the reactants needed to synthesize it. The reactants are: [CH2:1]([N:8]([CH2:14]OC)[CH2:9][Si](C)(C)C)[C:2]1[CH:7]=[CH:6][CH:5]=[CH:4][CH:3]=1.[C:17]1(=[O:23])[CH2:22][CH2:21][CH2:20][CH:19]=[CH:18]1.C(O)(C(F)(F)F)=O.